From a dataset of Catalyst prediction with 721,799 reactions and 888 catalyst types from USPTO. Predict which catalyst facilitates the given reaction. Reactant: C([Si](C)(C)O[C:7]1[CH:12]=[CH:11][C:10]([C:13]([C:18]2[CH:31]=[CH:30][C:21]([O:22][CH2:23][C:24](=[O:29])[C:25]([CH3:28])([CH3:27])[CH3:26])=[C:20]([CH3:32])[CH:19]=2)([CH2:16][CH3:17])[CH2:14][CH3:15])=[CH:9][C:8]=1[CH3:33])(C)(C)C.C[Mg+].[Br-].[CH3:39]CCC[N+](CCCC)(CCCC)CCCC.[F-].CCN(CC)CC.[O:64](S(C(F)(F)F)(=O)=O)[S:65]([C:68]([F:71])([F:70])[F:69])(=[O:67])=[O:66]. Product: [CH2:16]([C:13]([C:10]1[CH:11]=[CH:12][C:7]([O:64][S:65]([C:68]([F:71])([F:70])[F:69])(=[O:67])=[O:66])=[C:8]([CH3:33])[CH:9]=1)([C:18]1[CH:31]=[CH:30][C:21]([O:22][CH2:23][C:24]([OH:29])([CH3:39])[C:25]([CH3:26])([CH3:28])[CH3:27])=[C:20]([CH3:32])[CH:19]=1)[CH2:14][CH3:15])[CH3:17]. The catalyst class is: 49.